Task: Regression. Given two drug SMILES strings and cell line genomic features, predict the synergy score measuring deviation from expected non-interaction effect.. Dataset: NCI-60 drug combinations with 297,098 pairs across 59 cell lines (1) Drug 2: CCC1(CC2CC(C3=C(CCN(C2)C1)C4=CC=CC=C4N3)(C5=C(C=C6C(=C5)C78CCN9C7C(C=CC9)(C(C(C8N6C)(C(=O)OC)O)OC(=O)C)CC)OC)C(=O)OC)O.OS(=O)(=O)O. Synergy scores: CSS=0.230, Synergy_ZIP=0.376, Synergy_Bliss=1.12, Synergy_Loewe=0.103, Synergy_HSA=-0.195. Drug 1: C1=CC(=CC=C1C#N)C(C2=CC=C(C=C2)C#N)N3C=NC=N3. Cell line: 786-0. (2) Drug 1: CC1C(C(CC(O1)OC2CC(OC(C2O)C)OC3=CC4=CC5=C(C(=O)C(C(C5)C(C(=O)C(C(C)O)O)OC)OC6CC(C(C(O6)C)O)OC7CC(C(C(O7)C)O)OC8CC(C(C(O8)C)O)(C)O)C(=C4C(=C3C)O)O)O)O. Drug 2: C(CN)CNCCSP(=O)(O)O. Cell line: NCIH23. Synergy scores: CSS=11.6, Synergy_ZIP=5.44, Synergy_Bliss=1.15, Synergy_Loewe=-63.4, Synergy_HSA=-0.865. (3) Drug 1: C1C(C(OC1N2C=NC3=C(N=C(N=C32)Cl)N)CO)O. Drug 2: CC1=C(C(=O)C2=C(C1=O)N3CC4C(C3(C2COC(=O)N)OC)N4)N. Cell line: ACHN. Synergy scores: CSS=82.5, Synergy_ZIP=-2.50, Synergy_Bliss=-1.59, Synergy_Loewe=-1.64, Synergy_HSA=2.48. (4) Drug 1: CC1C(C(CC(O1)OC2CC(CC3=C2C(=C4C(=C3O)C(=O)C5=C(C4=O)C(=CC=C5)OC)O)(C(=O)C)O)N)O.Cl. Drug 2: CN(C(=O)NC(C=O)C(C(C(CO)O)O)O)N=O. Cell line: ACHN. Synergy scores: CSS=12.3, Synergy_ZIP=4.87, Synergy_Bliss=5.25, Synergy_Loewe=-27.7, Synergy_HSA=5.06.